From a dataset of Full USPTO retrosynthesis dataset with 1.9M reactions from patents (1976-2016). Predict the reactants needed to synthesize the given product. (1) Given the product [C:28]1([N:34]2[CH:9]=[C:10]3[CH2:1][N:2]([CH2:11][CH2:12][CH2:13][CH2:14][O:15][C:16]4[CH:17]=[CH:18][C:19]5[CH2:25][CH2:24][NH:23][C:22](=[O:26])[NH:21][C:20]=5[N:27]=4)[CH2:3][CH2:4][C:5]3=[N:35]2)[CH:33]=[CH:32][CH:31]=[CH:30][CH:29]=1, predict the reactants needed to synthesize it. The reactants are: [CH2:1]1[C:10]2[C:5](=CC=C[CH:9]=2)[CH2:4][CH2:3][N:2]1[CH2:11][CH2:12][CH2:13][CH2:14][O:15][C:16]1[CH:17]=[CH:18][C:19]2[CH2:25][CH2:24][NH:23][C:22](=[O:26])[NH:21][C:20]=2[N:27]=1.[C:28]1([N:34]2C=C3CNCCC3=[N:35]2)[CH:33]=[CH:32][CH:31]=[CH:30][CH:29]=1. (2) Given the product [Si:22]([O:21][C@@H:10]([C@@H:11]([NH:14][C:38](=[O:39])[O:37][C:34]([CH3:36])([CH3:35])[CH3:33])[CH:12]=[CH2:13])[CH2:9][OH:8])([C:25]([CH3:26])([CH3:27])[CH3:28])([CH3:23])[CH3:24], predict the reactants needed to synthesize it. The reactants are: [Si]([O:8][CH2:9][C@@H:10]([O:21][Si:22]([C:25]([CH3:28])([CH3:27])[CH3:26])([CH3:24])[CH3:23])[C@@H:11]([NH:14][S@](C(C)(C)C)=O)[CH:12]=[CH2:13])(C(C)(C)C)(C)C.CCO.Cl.[CH3:33][C:34]([O:37][C:38](O[C:38]([O:37][C:34]([CH3:36])([CH3:35])[CH3:33])=[O:39])=[O:39])([CH3:36])[CH3:35]. (3) Given the product [C:36]1([CH3:39])[CH:35]=[CH:34][C:33]([S:30]([N:8]2[C:4]3=[N:5][CH:6]=[CH:7][CH:2]=[C:3]3[CH:10]=[CH:9]2)(=[O:32])=[O:31])=[CH:38][CH:37]=1, predict the reactants needed to synthesize it. The reactants are: Cl[C:2]1[CH:7]=[CH:6][N:5]=[C:4]2[N:8]([S:30]([C:33]3[CH:38]=[CH:37][C:36]([CH3:39])=[CH:35][CH:34]=3)(=[O:32])=[O:31])[C:9](C3C4C(=CC(OCC5C=CC=CC=5)=C(OC)C=4)NC=3)=[CH:10][C:3]=12.CI. (4) Given the product [Cl:1][C:2]1[CH:7]=[C:6]([Cl:8])[CH:5]=[CH:4][C:3]=1[C:9]1[N:10]([C:20]2[CH:21]=[CH:22][C:23]([O:26][CH2:27][CH2:28][C:29]([F:31])([F:32])[F:30])=[CH:24][CH:25]=2)[C:11]([CH3:19])=[C:12]([C:14]([OH:16])=[O:15])[N:13]=1, predict the reactants needed to synthesize it. The reactants are: [Cl:1][C:2]1[CH:7]=[C:6]([Cl:8])[CH:5]=[CH:4][C:3]=1[C:9]1[N:10]([C:20]2[CH:25]=[CH:24][C:23]([O:26][CH2:27][CH2:28][C:29]([F:32])([F:31])[F:30])=[CH:22][CH:21]=2)[C:11]([CH3:19])=[C:12]([C:14]([O:16]CC)=[O:15])[N:13]=1.[OH-].[K+]. (5) Given the product [Cl:30][C:27]1[CH:28]=[C:29]2[C:24](=[C:25]([Cl:31])[CH:26]=1)[CH2:23][N:22]([CH3:32])[CH2:21][CH:20]2[C:16]1[CH:15]=[C:14]([S:11]([NH:10][CH2:9][CH2:8][O:7][CH2:6][CH2:5][O:4][CH2:3][CH2:2][NH:1][C:41](=[O:40])[CH2:45][CH2:44][C:43]([NH:42][CH2:47][CH2:48][O:50][CH2:5][CH2:6][O:7][CH2:8][CH2:9][NH:10][S:11]([C:14]2[CH:19]=[CH:18][CH:17]=[C:16]([CH:37]3[C:29]4[C:39](=[C:25]([Cl:31])[CH:26]=[C:27]([Cl:30])[CH:28]=4)[CH2:38][N:35]([CH3:33])[CH2:36]3)[CH:15]=2)(=[O:13])=[O:12])=[O:46])(=[O:13])=[O:12])[CH:19]=[CH:18][CH:17]=1, predict the reactants needed to synthesize it. The reactants are: [NH2:1][CH2:2][CH2:3][O:4][CH2:5][CH2:6][O:7][CH2:8][CH2:9][NH:10][S:11]([C:14]1[CH:19]=[CH:18][CH:17]=[C:16]([CH:20]2[C:29]3[C:24](=[C:25]([Cl:31])[CH:26]=[C:27]([Cl:30])[CH:28]=3)[CH2:23][N:22]([CH3:32])[CH2:21]2)[CH:15]=1)(=[O:13])=[O:12].[CH2:33]([N:35]([CH2:38][CH3:39])[CH2:36][CH3:37])C.[O:40]=[C:41]1[CH2:45][CH2:44][C:43](=[O:46])[N:42]1[CH:47](CC([O-])=O)[C:48]([O-:50])=O. (6) The reactants are: [C:1]([O:5][C:6]([N:8]1[CH2:13][CH2:12][N:11]([C:14]2[CH:19]=[CH:18][C:17]([NH:20][C:21]3[N:26]=[C:25]([CH2:27][CH2:28][C:29]4[CH:34]=[CH:33][CH:32]=[CH:31][C:30]=4[CH2:35][C:36]([O-])=[O:37])[C:24]([C:39]([F:42])([F:41])[F:40])=[CH:23][N:22]=3)=[CH:16][CH:15]=2)[CH2:10][CH2:9]1)=[O:7])([CH3:4])([CH3:3])[CH3:2].[Li+].O[N:45]1C2C=CC=CC=2N=N1.CCN=C=NCCCN(C)C.C(N(CC)C(C)C)(C)C.C(=O)([O-])[O-].[NH4+].[NH4+]. Given the product [NH2:45][C:36](=[O:37])[CH2:35][C:30]1[CH:31]=[CH:32][CH:33]=[CH:34][C:29]=1[CH2:28][CH2:27][C:25]1[C:24]([C:39]([F:40])([F:42])[F:41])=[CH:23][N:22]=[C:21]([NH:20][C:17]2[CH:16]=[CH:15][C:14]([N:11]3[CH2:10][CH2:9][N:8]([C:6]([O:5][C:1]([CH3:3])([CH3:2])[CH3:4])=[O:7])[CH2:13][CH2:12]3)=[CH:19][CH:18]=2)[N:26]=1, predict the reactants needed to synthesize it.